Dataset: Forward reaction prediction with 1.9M reactions from USPTO patents (1976-2016). Task: Predict the product of the given reaction. (1) The product is: [S:27]1[CH:28]=[CH:29][N:30]=[C:26]1[NH:25][C:17](=[O:19])[C@@H:16]([N:15]1[CH2:14][C:5]2[CH2:4][C:3]3[C:2]([Cl:1])=[CH:11][CH:10]=[CH:9][C:8]=3[O:7][C:6]=2[C:12]1=[O:13])[CH2:20][CH:21]([CH3:22])[CH3:23]. Given the reactants [Cl:1][C:2]1[CH:11]=[CH:10][CH:9]=[C:8]2[C:3]=1[CH2:4][C:5]([CH2:14][N:15](C)[C@@H:16]([CH2:20][CH:21]([CH3:23])[CH3:22])[C:17]([OH:19])=O)=[C:6]([CH:12]=[O:13])[O:7]2.[NH2:25][C:26]1[S:27][CH:28]=[CH:29][N:30]=1.ON1C2C=CC=CC=2N=N1, predict the reaction product. (2) Given the reactants [Cl:1][C:2]1[CH:3]=[C:4]2[C:8](=[CH:9][CH:10]=1)[NH:7][C:6](=[O:11])[CH2:5]2.[CH:12]([C:14]1[NH:15][C:16]([CH3:24])=[CH:17][C:18]=1[CH2:19][CH2:20][C:21]([OH:23])=[O:22])=O, predict the reaction product. The product is: [Cl:1][C:2]1[CH:3]=[C:4]2[C:8](=[CH:9][CH:10]=1)[NH:7][C:6](=[O:11])[C:5]2=[CH:12][C:14]1[NH:15][C:16]([CH3:24])=[CH:17][C:18]=1[CH2:19][CH2:20][C:21]([OH:23])=[O:22]. (3) Given the reactants [C:1]([O:5][C:6](=[O:16])[CH:7]([CH2:11][S:12][C:13](=[O:15])[CH3:14])[CH:8]([CH3:10])[CH3:9])([CH3:4])([CH3:3])[CH3:2].[C:17](OC(=O)C(C1C=CC=CC=1)CBr)(C)([CH3:19])[CH3:18], predict the reaction product. The product is: [C:1]([O:5][C:6](=[O:16])[CH:7]([C:8]1[CH:9]=[CH:19][CH:17]=[CH:18][CH:10]=1)[CH2:11][S:12][C:13](=[O:15])[CH3:14])([CH3:3])([CH3:4])[CH3:2]. (4) Given the reactants C(OC(=O)[NH:7][C@@H:8]([C:12]1[N:21]([CH2:22][C:23]2[CH:28]=[CH:27][CH:26]=[CH:25][CH:24]=2)[C:20](=[O:29])[C:19]2[C:14](=[CH:15][C:16]([Cl:30])=[CH:17][CH:18]=2)[N:13]=1)[CH:9]([CH3:11])[CH3:10])(C)(C)C.CC1C=CC(S(O)(=O)=O)=CC=1, predict the reaction product. The product is: [NH2:7][C@@H:8]([C:12]1[N:21]([CH2:22][C:23]2[CH:24]=[CH:25][CH:26]=[CH:27][CH:28]=2)[C:20](=[O:29])[C:19]2[C:14](=[CH:15][C:16]([Cl:30])=[CH:17][CH:18]=2)[N:13]=1)[CH:9]([CH3:11])[CH3:10]. (5) The product is: [CH3:12][O:11][C:9]1[CH:8]=[C:5]([CH:6]([C:14]2[CH:19]=[C:18]([O:20][CH3:21])[CH:17]=[C:16]([O:22][CH3:23])[CH:15]=2)[OH:7])[CH:4]=[C:3]([O:2][CH3:1])[CH:10]=1. Given the reactants [CH3:1][O:2][C:3]1[CH:4]=[C:5]([CH:8]=[C:9]([O:11][CH3:12])[CH:10]=1)[CH:6]=[O:7].Br[C:14]1[CH:19]=[C:18]([O:20][CH3:21])[CH:17]=[C:16]([O:22][CH3:23])[CH:15]=1.C([Li])CCC.O1C2C=CC(C(C3C=C(OC)C=C(OC)C=3)O)=CC=2OCC1, predict the reaction product. (6) Given the reactants [Br:1][CH2:2][C:3](Br)=[O:4].[CH2:6]([OH:24])[CH2:7][CH2:8][CH2:9][CH2:10][CH2:11][CH2:12][CH2:13]/[CH:14]=[CH:15]\[CH2:16][CH2:17][CH2:18][CH2:19][CH2:20][CH2:21][CH2:22][CH3:23].C(N(C(C)C)CC)(C)C, predict the reaction product. The product is: [Br:1][CH2:2][C:3]([O:24][CH2:6][CH2:7][CH2:8][CH2:9][CH2:10][CH2:11][CH2:12][CH2:13]/[CH:14]=[CH:15]\[CH2:16][CH2:17][CH2:18][CH2:19][CH2:20][CH2:21][CH2:22][CH3:23])=[O:4]. (7) The product is: [CH2:29]([C@@H:24]1[NH:23][CH2:28][CH2:27][N:26]([C:2]2[CH:3]=[C:4]3[C:8](=[CH:9][CH:10]=2)[N:7]([CH3:11])[N:6]=[C:5]3[CH:12]2[CH2:15][CH2:14][CH2:13]2)[CH2:25]1)[C:30]1[CH:31]=[CH:32][CH:33]=[CH:34][CH:35]=1. Given the reactants Br[C:2]1[CH:3]=[C:4]2[C:8](=[CH:9][CH:10]=1)[N:7]([CH3:11])[N:6]=[C:5]2[CH:12]1[CH2:15][CH2:14][CH2:13]1.C(OC([N:23]1[CH2:28][CH2:27][NH:26][CH2:25][C@@H:24]1[CH2:29][C:30]1[CH:35]=[CH:34][CH:33]=[CH:32][CH:31]=1)=O)(C)(C)C, predict the reaction product. (8) Given the reactants [C:1]([O:5][C:6](=[O:15])[C:7]1[CH:12]=[CH:11][C:10]([F:13])=[CH:9][C:8]=1[Br:14])([CH3:4])([CH3:3])[CH3:2].C([N-]C(C)C)(C)C.[Li+].CN([CH:27]=[O:28])C, predict the reaction product. The product is: [C:1]([O:5][C:6](=[O:15])[C:7]1[CH:12]=[CH:11][C:10]([F:13])=[C:9]([CH:27]=[O:28])[C:8]=1[Br:14])([CH3:4])([CH3:2])[CH3:3]. (9) The product is: [C:1]([O:5][C:6](=[O:25])[C:7]([S:10][C:11]1[C:20]([Cl:21])=[CH:19][C:18]2[CH2:17][CH:16]([N:22]([CH2:23][CH3:24])[C:27]([O:29][C:30]3[CH:35]=[CH:34][C:33]([CH3:36])=[CH:32][CH:31]=3)=[O:28])[CH2:15][CH2:14][C:13]=2[CH:12]=1)([CH3:9])[CH3:8])([CH3:2])([CH3:3])[CH3:4]. Given the reactants [C:1]([O:5][C:6](=[O:25])[C:7]([S:10][C:11]1[C:20]([Cl:21])=[CH:19][C:18]2[CH2:17][CH:16]([NH:22][CH2:23][CH3:24])[CH2:15][CH2:14][C:13]=2[CH:12]=1)([CH3:9])[CH3:8])([CH3:4])([CH3:3])[CH3:2].Cl[C:27]([O:29][C:30]1[CH:35]=[CH:34][C:33]([CH3:36])=[CH:32][CH:31]=1)=[O:28], predict the reaction product.